This data is from Catalyst prediction with 721,799 reactions and 888 catalyst types from USPTO. The task is: Predict which catalyst facilitates the given reaction. (1) Reactant: [CH3:1][C:2]1[C:7]([CH2:8][OH:9])=[C:6]([C:10]2[CH:15]=[CH:14][C:13]([CH3:16])=[CH:12][CH:11]=2)[N:5]2[N:17]=[CH:18][CH:19]=[C:4]2[N:3]=1.C1C=C[NH+]=CC=1.[O-][Cr](Cl)(=O)=O. The catalyst class is: 2. Product: [CH3:1][C:2]1[C:7]([CH:8]=[O:9])=[C:6]([C:10]2[CH:11]=[CH:12][C:13]([CH3:16])=[CH:14][CH:15]=2)[N:5]2[N:17]=[CH:18][CH:19]=[C:4]2[N:3]=1. (2) Product: [Cl:1][C:2]1[CH:3]=[CH:4][C:5]([OH:33])=[C:6]([C:8]2[C:12]([C:13]#[C:14][C:15]3[CH:16]=[CH:17][C:18]([NH:21][C:22]([C@@H:24]4[CH2:29][CH2:28][CH2:27][CH2:26][NH:25]4)=[O:23])=[CH:19][CH:20]=3)=[CH:11][NH:10][N:9]=2)[CH:7]=1. The catalyst class is: 2. Reactant: [Cl:1][C:2]1[CH:3]=[CH:4][C:5]([OH:33])=[C:6]([C:8]2[C:12]([C:13]#[C:14][C:15]3[CH:20]=[CH:19][C:18]([NH:21][C:22]([C@H:24]4[CH2:29][CH2:28][CH2:27][CH2:26][NH:25]4)=[O:23])=[CH:17][CH:16]=3)=[CH:11][N:10](CCO)[N:9]=2)[CH:7]=1.C(OC(N1CCCC[C@H]1C(=O)NC1C=CC(C#CC2C(C3C=C(Cl)C=CC=3O)=NNC=2)=CC=1)=O)(C)(C)C.C(O)(C(F)(F)F)=O. (3) Reactant: [Cl-].[Al+3].[Cl-].[Cl-].[CH3:5][N:6]1[C:14]2[C:9](=[CH:10][CH:11]=[CH:12][CH:13]=2)[CH:8]=[C:7]1[C:15]1[CH:20]=[CH:19][CH:18]=[CH:17][CH:16]=1.Cl[C:22](=[O:28])[C:23]([O:25][CH2:26][CH3:27])=[O:24].C(=O)(O)[O-].[Na+]. Product: [CH3:5][N:6]1[C:14]2[C:9](=[CH:10][CH:11]=[CH:12][CH:13]=2)[C:8]([C:22](=[O:28])[C:23]([O:25][CH2:26][CH3:27])=[O:24])=[C:7]1[C:15]1[CH:20]=[CH:19][CH:18]=[CH:17][CH:16]=1. The catalyst class is: 4. (4) Reactant: [CH2:1]([O:3][C:4](=[O:23])[CH2:5][CH:6]1[CH2:11][CH2:10][N:9]([C:12]2[C:17]([NH2:18])=[CH:16][CH:15]=[C:14]([C:19]([F:22])([F:21])[F:20])[N:13]=2)[CH2:8][CH2:7]1)[CH3:2].C(N(CC)CC)C.[Cl:31][C:32]1[CH:33]=[C:34]([CH:38]=[CH:39][CH:40]=1)[C:35](Cl)=[O:36]. Product: [CH2:1]([O:3][C:4](=[O:23])[CH2:5][CH:6]1[CH2:11][CH2:10][N:9]([C:12]2[C:17]([NH:18][C:35](=[O:36])[C:34]3[CH:38]=[CH:39][CH:40]=[C:32]([Cl:31])[CH:33]=3)=[CH:16][CH:15]=[C:14]([C:19]([F:21])([F:22])[F:20])[N:13]=2)[CH2:8][CH2:7]1)[CH3:2]. The catalyst class is: 10. (5) Reactant: [Cl:1][C:2]1[CH:7]=[C:6](I)[CH:5]=[CH:4][N:3]=1.[Li]CCCC.[CH3:14][C:15]([CH3:17])=[O:16]. Product: [Cl:1][C:2]1[CH:7]=[C:6]([C:15]([OH:16])([CH3:17])[CH3:14])[CH:5]=[CH:4][N:3]=1. The catalyst class is: 1. (6) Reactant: [Br:1][C:2]1[N:10]=[CH:9][C:8]2[N:7]([CH2:11][O:12][CH2:13][CH2:14][Si:15]([CH3:18])([CH3:17])[CH3:16])[C:6]3[N:19]=[CH:20][C:21](I)=[CH:22][C:5]=3[C:4]=2[CH:3]=1.C([Mg]Cl)(C)C. Product: [Br:1][C:2]1[N:10]=[CH:9][C:8]2[N:7]([CH2:11][O:12][CH2:13][CH2:14][Si:15]([CH3:17])([CH3:18])[CH3:16])[C:6]3[N:19]=[CH:20][CH:21]=[CH:22][C:5]=3[C:4]=2[CH:3]=1. The catalyst class is: 7.